Dataset: Reaction yield outcomes from USPTO patents with 853,638 reactions. Task: Predict the reaction yield, written as a fraction of the theoretical maximum amount of product (1.0 means a 100% yield; for example, 0.34 means a 34% yield). (1) The reactants are F[P-](F)(F)(F)(F)F.N1(OC(N(C)C)=[N+](C)C)C2C=CC=CC=2N=N1.[CH3:25][C@H:26]1[C:34]2[C:33]([N:35]3[CH2:40][CH2:39][NH:38][CH2:37][CH2:36]3)=[N:32][CH:31]=[N:30][C:29]=2[C@H:28]([OH:41])[CH2:27]1.C(N(CC)C(C)C)(C)C.[Cl:51][C:52]1[CH:57]=[CH:56][C:55]([C@@H:58]([CH2:62][NH:63][CH2:64][C:65]([OH:68])([CH3:67])[CH3:66])[C:59](O)=[O:60])=[CH:54][CH:53]=1.C(Cl)Cl. No catalyst specified. The product is [Cl:51][C:52]1[CH:53]=[CH:54][C:55]([C@@H:58]([CH2:62][NH:63][CH2:64][C:65]([OH:68])([CH3:66])[CH3:67])[C:59]([N:38]2[CH2:37][CH2:36][N:35]([C:33]3[C:34]4[C@H:26]([CH3:25])[CH2:27][C@@H:28]([OH:41])[C:29]=4[N:30]=[CH:31][N:32]=3)[CH2:40][CH2:39]2)=[O:60])=[CH:56][CH:57]=1. The yield is 0.510. (2) The product is [CH3:25][O:26][C:27]([CH2:28][O:29][CH:10]1[O:11][C@H:6]([CH2:5][O:4][C:2](=[O:3])[CH3:1])[C@@H:7]([O:21][C:22](=[O:23])[CH3:24])[C@H:8]([O:17][C:18](=[O:19])[CH3:20])[C@H:9]1[O:13][C:14](=[O:15])[CH3:16])=[O:30]. The yield is 0.600. The catalyst is [Hg]=O.[Hg](Br)Br. The reactants are [CH3:1][C:2]([O:4][CH2:5][C@H:6]1[O:11][C@H:10](Br)[C@H:9]([O:13][C:14]([CH3:16])=[O:15])[C@@H:8]([O:17][C:18]([CH3:20])=[O:19])[C@@H:7]1[O:21][C:22]([CH3:24])=[O:23])=[O:3].[CH3:25][O:26][C:27](=[O:30])[CH2:28][OH:29]. (3) The product is [F:23][C:24]([F:37])([F:36])[S:25]([O:13][C:5]1[CH:4]=[CH:3][C:2]([Cl:1])=[C:11]2[C:6]=1[CH:7]=[CH:8][C:9]([CH3:12])=[N:10]2)(=[O:27])=[O:26]. The reactants are [Cl:1][C:2]1[CH:3]=[CH:4][C:5]([OH:13])=[C:6]2[C:11]=1[N:10]=[C:9]([CH3:12])[CH:8]=[CH:7]2.C(N(CC)C(C)C)(C)C.[F:23][C:24]([F:37])([F:36])[S:25](O[S:25]([C:24]([F:37])([F:36])[F:23])(=[O:27])=[O:26])(=[O:27])=[O:26].[NH4+].[Cl-]. The catalyst is C(Cl)Cl. The yield is 0.410. (4) The reactants are [CH3:1][O:2][CH2:3][CH2:4][O:5][C:6]1[CH:7]=[C:8]2[C:12](=[C:13]([N+:15]([O-:17])=[O:16])[CH:14]=1)[NH:11][C:10]([C:18]([OH:20])=O)=[CH:9]2.[CH2:21]([S:28][CH:29]([CH:32]([O:35][CH3:36])[O:33][CH3:34])[CH2:30][NH2:31])[C:22]1[CH:27]=[CH:26][CH:25]=[CH:24][CH:23]=1.N1(O)C2C=CC=CC=2N=N1.Cl.CN(C)CCCN=C=NCC. The catalyst is CCCCCC.C(OCC)(=O)C.CN(C)C=O. The product is [CH2:21]([S:28][CH:29]([CH:32]([O:33][CH3:34])[O:35][CH3:36])[CH2:30][NH:31][C:18]([C:10]1[NH:11][C:12]2[C:8]([CH:9]=1)=[CH:7][C:6]([O:5][CH2:4][CH2:3][O:2][CH3:1])=[CH:14][C:13]=2[N+:15]([O-:17])=[O:16])=[O:20])[C:22]1[CH:27]=[CH:26][CH:25]=[CH:24][CH:23]=1. The yield is 0.970. (5) The reactants are Cl[C:2]1[C:3]2[N:11]=[C:10]([C:12]3[CH:17]=[CH:16][C:15]([F:18])=[CH:14][CH:13]=3)[CH:9]=[CH:8][C:4]=2[N:5]=[CH:6][N:7]=1.[CH3:19][N:20]([CH2:22][CH2:23][OH:24])[CH3:21].[H-].[Na+].O(C1C2N=C(C3C=CC(F)=CC=3)C=CC=2N=CN=1)C1C=CC=CC=1. No catalyst specified. The product is [CH3:19][N:20]([CH2:22][CH2:23][O:24][C:2]1[C:3]2[N:11]=[C:10]([C:12]3[CH:17]=[CH:16][C:15]([F:18])=[CH:14][CH:13]=3)[CH:9]=[CH:8][C:4]=2[N:5]=[CH:6][N:7]=1)[CH3:21]. The yield is 0.200. (6) The reactants are Cl[C:2]1[C:3]2[C:10]([C:11]([C:13]3[CH:14]=[C:15]([C:19]4[CH:24]=[CH:23][C:22]([N:25]([CH3:27])[CH3:26])=[CH:21][CH:20]=4)[CH:16]=[CH:17][CH:18]=3)=[O:12])=[CH:9][N:8]([CH:28]3[CH2:32][CH2:31][CH2:30][CH2:29]3)[C:4]=2[N:5]=[CH:6][N:7]=1.[NH4+:33].[OH-]. The catalyst is O1CCOCC1. The product is [NH2:33][C:2]1[C:3]2[C:10]([C:11]([C:13]3[CH:14]=[C:15]([C:19]4[CH:24]=[CH:23][C:22]([N:25]([CH3:27])[CH3:26])=[CH:21][CH:20]=4)[CH:16]=[CH:17][CH:18]=3)=[O:12])=[CH:9][N:8]([CH:28]3[CH2:32][CH2:31][CH2:30][CH2:29]3)[C:4]=2[N:5]=[CH:6][N:7]=1. The yield is 0.740. (7) The product is [CH3:30][O:29][C:26]1[CH:25]=[CH:24][C:23]([N:17]2[C:5]3[C:6](=[O:16])[N:7]([C:9]4[CH:10]=[CH:11][C:12]([N:44]5[CH2:45][CH2:46][NH:41][CH2:42][C:43]5=[O:47])=[CH:13][CH:14]=4)[CH2:8][CH2:3][C:4]=3[C:19]([C:20]([NH2:22])=[O:21])=[N:18]2)=[CH:28][CH:27]=1. The yield is 0.330. The reactants are C([CH:3]1[CH2:8][N:7]([C:9]2[CH:14]=[CH:13][C:12](I)=[CH:11][CH:10]=2)[C:6](=[O:16])[C:5]2[N:17]([C:23]3[CH:28]=[CH:27][C:26]([O:29][CH3:30])=[CH:25][CH:24]=3)[N:18]=[C:19]([C:20]([NH2:22])=[O:21])[C:4]1=2)C.C(OC([N:41]1[CH2:46][CH2:45][NH:44][C:43](=[O:47])[CH2:42]1)=O)C1C=CC=CC=1.C([O-])([O-])=O.[K+].[K+].CS(C)=O. The catalyst is CCOC(C)=O.O.[Cu]I.